From a dataset of Reaction yield outcomes from USPTO patents with 853,638 reactions. Predict the reaction yield, written as a fraction of the theoretical maximum amount of product (1.0 means a 100% yield; for example, 0.34 means a 34% yield). (1) The reactants are [NH2:1][C:2]1[CH:3]=[C:4]([CH:28]2[CH2:30][CH2:29]2)[C:5]([C:18]2[CH:19]=[C:20]3[C:25](=[CH:26][CH:27]=2)[O:24][CH2:23][CH2:22][CH2:21]3)=[C:6]([CH:9]([O:14][CH:15]2[CH2:17][CH2:16]2)[C:10]([O:12][CH3:13])=[O:11])[C:7]=1[CH3:8].N1C=CC=CC=1.[CH3:37][S:38](Cl)(=[O:40])=[O:39]. The catalyst is ClCCl. The product is [O:24]1[C:25]2[C:20](=[CH:19][C:18]([C:5]3[C:4]([CH:28]4[CH2:30][CH2:29]4)=[CH:3][C:2]([NH:1][S:38]([CH3:37])(=[O:40])=[O:39])=[C:7]([CH3:8])[C:6]=3[CH:9]([O:14][CH:15]3[CH2:16][CH2:17]3)[C:10]([O:12][CH3:13])=[O:11])=[CH:27][CH:26]=2)[CH2:21][CH2:22][CH2:23]1. The yield is 0.860. (2) The reactants are [Cl:1][C:2]1[CH:3]=[C:4]([CH:6]=[CH:7][CH:8]=1)[NH2:5].[N:9]([O-])=O.[Na+].O.O.Cl[Sn]Cl.[OH-].[Na+]. The catalyst is Cl.O. The product is [Cl:1][C:2]1[CH:3]=[C:4]([NH:5][NH2:9])[CH:6]=[CH:7][CH:8]=1. The yield is 0.720. (3) The reactants are Br[C:2]1[CH:10]=[C:9]2[C:5]([C:6]([C:18]3[N:22]([C:23]([O:25][C:26]([CH3:29])([CH3:28])[CH3:27])=[O:24])[C:21]4[CH:30]=[CH:31][CH:32]=[C:33]([N:34]5[CH2:39][CH2:38][N:37]([CH3:40])[CH2:36][CH2:35]5)[C:20]=4[N:19]=3)=[N:7][N:8]2[C:11]([O:13][C:14]([CH3:17])([CH3:16])[CH3:15])=[O:12])=[CH:4][CH:3]=1.O.[C:42]([O:46][C:47]([NH:49][CH2:50][C:51]1[CH:56]=[CH:55][C:54](B(O)O)=[CH:53][CH:52]=1)=[O:48])([CH3:45])([CH3:44])[CH3:43].C([O-])([O-])=O.[Na+].[Na+]. The catalyst is C(#N)C.C1C=CC(P(C2C=CC=CC=2)[C-]2C=CC=C2)=CC=1.C1C=CC(P(C2C=CC=CC=2)[C-]2C=CC=C2)=CC=1.Cl[Pd]Cl.[Fe+2]. The product is [C:26]([O:25][C:23]([N:22]1[C:21]2[CH:30]=[CH:31][CH:32]=[C:33]([N:34]3[CH2:39][CH2:38][N:37]([CH3:40])[CH2:36][CH2:35]3)[C:20]=2[N:19]=[C:18]1[C:6]1[C:5]2[C:9](=[CH:10][C:2]([C:54]3[CH:53]=[CH:52][C:51]([CH2:50][NH:49][C:47]([O:46][C:42]([CH3:45])([CH3:44])[CH3:43])=[O:48])=[CH:56][CH:55]=3)=[CH:3][CH:4]=2)[N:8]([C:11]([O:13][C:14]([CH3:15])([CH3:16])[CH3:17])=[O:12])[N:7]=1)=[O:24])([CH3:28])([CH3:27])[CH3:29]. The yield is 0.480. (4) The reactants are [CH3:1][C:2]1[C:15]([CH3:16])=[C:14]([N+:17]([O-:19])=[O:18])[CH:13]=[CH:12][C:3]=1[O:4][C:5]1[CH:10]=[CH:9][N:8]=[C:7]([NH2:11])[CH:6]=1.CCN(C(C)C)C(C)C.[CH3:29][O:30][CH2:31][C:32](Cl)=[O:33].N. The catalyst is C1COCC1.CO. The product is [CH3:1][C:2]1[C:15]([CH3:16])=[C:14]([N+:17]([O-:19])=[O:18])[CH:13]=[CH:12][C:3]=1[O:4][C:5]1[CH:10]=[CH:9][N:8]=[C:7]([NH:11][C:32](=[O:33])[CH2:31][O:30][CH3:29])[CH:6]=1. The yield is 0.670. (5) The yield is 0.970. The product is [Cl:1][C:2]1[CH:3]=[C:4]2[C:9](=[CH:10][CH:11]=1)[CH:8]=[C:7]([S:12][CH2:13][C@@H:14]([OH:19])[C:15]([OH:17])=[O:16])[CH:6]=[CH:5]2. The catalyst is C(O)C. The reactants are [Cl:1][C:2]1[CH:3]=[C:4]2[C:9](=[CH:10][CH:11]=1)[CH:8]=[C:7]([S:12][CH2:13][C@@H:14]([OH:19])[C:15]([O:17]C)=[O:16])[CH:6]=[CH:5]2.[OH-].[Na+]. (6) The reactants are [CH3:1][N:2]1[CH2:7][CH2:6][N:5]([CH2:8][CH2:9][CH2:10][NH2:11])[CH2:4][CH2:3]1.[OH-].[Na+].[Br:14][C:15]1[CH:16]=[C:17]([CH:21]=[CH:22][CH:23]=1)[C:18](Cl)=[O:19]. The catalyst is ClCCl. The product is [Br:14][C:15]1[CH:16]=[C:17]([CH:21]=[CH:22][CH:23]=1)[C:18]([NH:11][CH2:10][CH2:9][CH2:8][N:5]1[CH2:6][CH2:7][N:2]([CH3:1])[CH2:3][CH2:4]1)=[O:19]. The yield is 0.800. (7) The reactants are [OH:1][C:2]1[CH:3]=[CH:4][CH:5]=[C:6]2[C:11]=1[NH:10][C:9](=[O:12])[CH:8]=[CH:7]2.[Cl-].[Al+3].[Cl-].[Cl-].[C:17](OC(=O)C)(=[O:19])[CH3:18]. The catalyst is ClC1C=CC=CC=1Cl. The product is [C:17]([C:5]1[CH:4]=[CH:3][C:2]([OH:1])=[C:11]2[C:6]=1[CH:7]=[CH:8][C:9](=[O:12])[NH:10]2)(=[O:19])[CH3:18]. The yield is 0.750. (8) The reactants are C([O:4][C:5](=[O:24])[C:6]1[CH:11]=[C:10]([NH:12][C:13]([O:15][C:16]([CH3:19])([CH3:18])[CH3:17])=[O:14])[CH:9]=[CH:8][C:7]=1[O:20][CH2:21][CH:22]=[CH2:23])C=C.[OH-].[Na+]. The catalyst is CO. The product is [CH2:21]([O:20][C:7]1[CH:8]=[CH:9][C:10]([NH:12][C:13]([O:15][C:16]([CH3:19])([CH3:18])[CH3:17])=[O:14])=[CH:11][C:6]=1[C:5]([OH:24])=[O:4])[CH:22]=[CH2:23]. The yield is 0.920. (9) The reactants are [NH:1]([C:3]1[CH:17]=[CH:16][CH:15]=[CH:14][C:4]=1[O:5][C:6]1[CH:11]=[CH:10][C:9]([CH3:12])=[CH:8][C:7]=1[OH:13])[NH2:2].[N:18]1[CH:23]=NC=N[CH:19]=1. The catalyst is C(O)C. The product is [CH3:12][C:9]1[CH:10]=[CH:11][C:6]([O:5][C:4]2[CH:14]=[CH:15][CH:16]=[CH:17][C:3]=2[N:1]2[CH:23]=[N:18][CH:19]=[N:2]2)=[C:7]([OH:13])[CH:8]=1. The yield is 0.690.